This data is from Reaction yield outcomes from USPTO patents with 853,638 reactions. The task is: Predict the reaction yield, written as a fraction of the theoretical maximum amount of product (1.0 means a 100% yield; for example, 0.34 means a 34% yield). (1) The reactants are [CH:1]1([NH:6][CH2:7][CH2:8][C:9]([O:11][CH3:12])=[O:10])[CH2:5][CH2:4][CH2:3][CH2:2]1.C([O-])([O-])=O.[K+].[K+].[Cl:19][C:20]1[N:25]=[C:24](Cl)[C:23]([N+:27]([O-:29])=[O:28])=[CH:22][N:21]=1.N1C=CC=NC=1. The catalyst is CC(C)=O. The product is [CH:1]1([N:6]([C:22]2[C:23]([N+:27]([O-:29])=[O:28])=[CH:24][N:25]=[C:20]([Cl:19])[N:21]=2)[CH2:7][CH2:8][C:9]([O:11][CH3:12])=[O:10])[CH2:2][CH2:3][CH2:4][CH2:5]1. The yield is 0.650. (2) The reactants are [F:1][C:2]1[CH:7]=[CH:6][C:5]([CH:8]2[C:12](=[O:13])[O:11][C:10](=[O:14])[NH:9]2)=[CH:4][CH:3]=1.Cl[C:16]([O:18][CH2:19][C:20]1[CH:25]=[CH:24][CH:23]=[CH:22][CH:21]=1)=[O:17].CN1CCOCC1. The catalyst is C1COCC1. The product is [F:1][C:2]1[CH:3]=[CH:4][C:5]([CH:8]2[C:12](=[O:13])[O:11][C:10](=[O:14])[N:9]2[C:16]([O:18][CH2:19][C:20]2[CH:25]=[CH:24][CH:23]=[CH:22][CH:21]=2)=[O:17])=[CH:6][CH:7]=1. The yield is 0.640.